Dataset: Full USPTO retrosynthesis dataset with 1.9M reactions from patents (1976-2016). Task: Predict the reactants needed to synthesize the given product. Given the product [CH:2]1([N+:8]([O-:9])=[CH:25][C:24]2[CH:27]=[CH:28][CH:29]=[CH:30][C:23]=2[S:20]([N:10]2[C:19]3[C:14](=[CH:15][CH:16]=[CH:17][CH:18]=3)[CH2:13][CH2:12][CH2:11]2)(=[O:22])=[O:21])[CH2:7][CH2:6][CH2:5][CH2:4][CH2:3]1, predict the reactants needed to synthesize it. The reactants are: Cl.[CH:2]1([NH:8][OH:9])[CH2:7][CH2:6][CH2:5][CH2:4][CH2:3]1.[N:10]1([S:20]([C:23]2[CH:30]=[CH:29][CH:28]=[CH:27][C:24]=2[CH:25]=O)(=[O:22])=[O:21])[C:19]2[C:14](=[CH:15][CH:16]=[CH:17][CH:18]=2)[CH2:13][CH2:12][CH2:11]1.